This data is from Full USPTO retrosynthesis dataset with 1.9M reactions from patents (1976-2016). The task is: Predict the reactants needed to synthesize the given product. Given the product [CH:1]1([CH2:6][CH:7]([C:11]2[CH:16]=[CH:15][C:14]([S:17][CH3:18])=[CH:13][CH:12]=2)[C:8]([NH:46][C:47]2[CH:52]=[CH:51][CH:50]=[CH:49][N:48]=2)=[O:10])[CH2:2][CH2:3][CH2:4][CH2:5]1, predict the reactants needed to synthesize it. The reactants are: [CH:1]1([CH2:6][CH:7]([C:11]2[CH:16]=[CH:15][C:14]([S:17][CH3:18])=[CH:13][CH:12]=2)[C:8]([OH:10])=O)[CH2:5][CH2:4][CH2:3][CH2:2]1.C1(P(C2C=CC=CC=2)C2C=CC=CC=2)C=CC=CC=1.BrN1C(=O)CCC1=O.[NH2:46][C:47]1[CH:52]=[CH:51][CH:50]=[CH:49][N:48]=1.